This data is from Full USPTO retrosynthesis dataset with 1.9M reactions from patents (1976-2016). The task is: Predict the reactants needed to synthesize the given product. Given the product [CH3:11][N:12]([CH2:13][C:14]1[CH:19]=[CH:18][N:17]=[CH:16][CH:15]=1)[C:3]1[N:8]=[CH:7][C:6]([C:9]#[N:10])=[CH:5][N:4]=1, predict the reactants needed to synthesize it. The reactants are: CS[C:3]1[N:8]=[CH:7][C:6]([C:9]#[N:10])=[CH:5][N:4]=1.[CH3:11][NH:12][CH2:13][C:14]1[CH:19]=[CH:18][N:17]=[CH:16][CH:15]=1.